Dataset: Peptide-MHC class II binding affinity with 134,281 pairs from IEDB. Task: Regression. Given a peptide amino acid sequence and an MHC pseudo amino acid sequence, predict their binding affinity value. This is MHC class II binding data. (1) The peptide sequence is AALPAVGAAAGAPAA. The MHC is HLA-DPA10201-DPB10101 with pseudo-sequence HLA-DPA10201-DPB10101. The binding affinity (normalized) is 0.149. (2) The MHC is HLA-DQA10401-DQB10402 with pseudo-sequence HLA-DQA10401-DQB10402. The binding affinity (normalized) is 0.319. The peptide sequence is YSELDLRSLRTVTPI. (3) The peptide sequence is RPLWIIFSGNMNIKL. The MHC is DRB4_0101 with pseudo-sequence DRB4_0103. The binding affinity (normalized) is 0.251. (4) The binding affinity (normalized) is 0.288. The peptide sequence is WASVKKDLISYGGGW. The MHC is DRB5_0101 with pseudo-sequence DRB5_0101.